Dataset: Catalyst prediction with 721,799 reactions and 888 catalyst types from USPTO. Task: Predict which catalyst facilitates the given reaction. (1) Reactant: [CH3:1][N:2]1[CH2:9][C@@H:8]2[C@@H:4]([N:5]([C:10]3[CH:15]=[CH:14][C:13]([C:16]4[CH:21]=[CH:20][C:19]([N:22]5[C:27](=[O:28])[CH:26]=[CH:25][CH:24]=[N:23]5)=[CH:18][CH:17]=4)=[CH:12][CH:11]=3)[CH2:6][CH2:7]2)[CH2:3]1.[OH:29]O. Product: [CH3:1][N@+:2]1([O-:29])[CH2:9][C@@H:8]2[C@@H:4]([N:5]([C:10]3[CH:15]=[CH:14][C:13]([C:16]4[CH:21]=[CH:20][C:19]([N:22]5[C:27](=[O:28])[CH:26]=[CH:25][CH:24]=[N:23]5)=[CH:18][CH:17]=4)=[CH:12][CH:11]=3)[CH2:6][CH2:7]2)[CH2:3]1. The catalyst class is: 61. (2) Reactant: [I-].[CH3:2][S+](C)(C)=O.[H-].[Na+].[Br:9][C:10]1[S:11][CH:12]=[C:13](/[CH:15]=[CH:16]/[C:17]([O:19][CH2:20][CH3:21])=[O:18])[N:14]=1.O. Product: [Br:9][C:10]1[S:11][CH:12]=[C:13]([C@@H:15]2[CH2:2][C@H:16]2[C:17]([O:19][CH2:20][CH3:21])=[O:18])[N:14]=1. The catalyst class is: 16. (3) Reactant: [CH3:1][S:2]([N:5]1[CH2:10][CH2:9][CH2:8][C@@H:7]([NH:11][C:12]([C:14]2[C:22]3[C:17](=[N:18][CH:19]=[C:20]([C:23]4[C:31]5[C:26](=[CH:27][C:28]([Cl:32])=[CH:29][CH:30]=5)[N:25]([CH3:33])[N:24]=4)[N:21]=3)[N:16](COCC[Si](C)(C)C)[CH:15]=2)=[O:13])[CH2:6]1)(=[O:4])=[O:3].FC(F)(F)C(O)=O.C(N)CN. Product: [CH3:1][S:2]([N:5]1[CH2:10][CH2:9][CH2:8][C@@H:7]([NH:11][C:12]([C:14]2[C:22]3[C:17](=[N:18][CH:19]=[C:20]([C:23]4[C:31]5[C:26](=[CH:27][C:28]([Cl:32])=[CH:29][CH:30]=5)[N:25]([CH3:33])[N:24]=4)[N:21]=3)[NH:16][CH:15]=2)=[O:13])[CH2:6]1)(=[O:3])=[O:4]. The catalyst class is: 4. (4) Reactant: [NH:1]1[C:9]2[C:4](=[CH:5][C:6]([C:10]#[N:11])=[CH:7][CH:8]=2)[CH:3]=[N:2]1.C(=O)([O-])[O-].[Cs+].[Cs+].Br[CH2:19][CH2:20][CH2:21][C:22]([O:24][CH2:25][CH3:26])=[O:23]. Product: [C:10]([C:6]1[CH:5]=[C:4]2[C:9](=[CH:8][CH:7]=1)[N:1]([CH2:19][CH2:20][CH2:21][C:22]([O:24][CH2:25][CH3:26])=[O:23])[N:2]=[CH:3]2)#[N:11]. The catalyst class is: 39. (5) Product: [CH2:3]([C:10]1[C:11](=[O:17])[N:12]([CH2:19][C:20]([O:22][CH2:23][CH3:24])=[O:21])[CH:13]=[C:14]([CH3:16])[CH:15]=1)[C:4]1[CH:9]=[CH:8][CH:7]=[CH:6][CH:5]=1. Reactant: [H-].[Na+].[CH2:3]([C:10]1[C:11](=[O:17])[NH:12][CH:13]=[C:14]([CH3:16])[CH:15]=1)[C:4]1[CH:9]=[CH:8][CH:7]=[CH:6][CH:5]=1.Br[CH2:19][C:20]([O:22][CH2:23][CH3:24])=[O:21]. The catalyst class is: 16. (6) Reactant: [Cl:1][C:2]1[N:7]=[C:6]([CH:8]=O)[CH:5]=[N:4][CH:3]=1.C1(P(C2C=CC=CC=2)(C2C=CC=CC=2)=[C:17]([CH3:23])[C:18]([O:20][CH2:21][CH3:22])=[O:19])C=CC=CC=1. Product: [Cl:1][C:2]1[N:7]=[C:6](/[CH:8]=[C:17](\[CH3:23])/[C:18]([O:20][CH2:21][CH3:22])=[O:19])[CH:5]=[N:4][CH:3]=1. The catalyst class is: 48.